From a dataset of Tyrosyl-DNA phosphodiesterase HTS with 341,365 compounds. Binary Classification. Given a drug SMILES string, predict its activity (active/inactive) in a high-throughput screening assay against a specified biological target. The molecule is S\1C(CC(=O)N(C1=N/c1ccc(OC)cc1)CC)C(O)=O. The result is 0 (inactive).